From a dataset of Full USPTO retrosynthesis dataset with 1.9M reactions from patents (1976-2016). Predict the reactants needed to synthesize the given product. (1) Given the product [CH3:15][C:12]1([CH3:14])[CH2:11][C:10]2[C:5]([CH3:2])=[CH:6][C:7]([CH:16]=[O:20])=[CH:8][C:9]=2[O:13]1, predict the reactants needed to synthesize it. The reactants are: Cl[CH2:2][Zn].Br[C:5]1[C:10]2[CH2:11][C:12]([CH3:15])([CH3:14])[O:13][C:9]=2[CH:8]=[C:7]([CH:16]2[O:20]CCO2)[CH:6]=1.Cl. (2) The reactants are: C(OC(N1CCCCC1[O:14][C:15]1[CH:20]=[CH:19][C:18]([NH:21][C:22]2[C:23]3[CH:31]=[C:30](F)[N:29]=[CH:28][C:24]=3[N:25]=[CH:26][N:27]=2)=[CH:17][C:16]=1[CH3:33])=O)(C)(C)C.F[C:35]1[N:45]=[CH:44][C:38]2N=CNC(=O)[C:37]=2[CH:36]=1.O=S(Cl)Cl.CC[N:52]([CH2:55][CH3:56])[CH2:53][CH3:54].C(OC(N1CCC([O:70][C:71]2[CH:76]=[CH:75][C:74](N)=[CH:73][C:72]=2C)CC1)=O)(C)(C)C. Given the product [CH:76]1([C:71]([N:45]2[CH2:35][CH2:36][CH:37]([O:14][C:15]3[CH:20]=[CH:19][C:18]([NH:21][C:22]4[C:23]5[CH:31]=[C:30]([N:52]6[CH2:53][CH2:54][CH2:56][CH2:55]6)[N:29]=[CH:28][C:24]=5[N:25]=[CH:26][N:27]=4)=[CH:17][C:16]=3[CH3:33])[CH2:38][CH2:44]2)=[O:70])[CH2:75][CH2:74][CH2:73][CH2:72]1, predict the reactants needed to synthesize it. (3) Given the product [CH3:1][C:2]1[CH:3]=[C:4]([CH:8]=[C:9]([C:11]2[CH:16]=[CH:15][CH:14]=[CH:13][CH:12]=2)[CH:10]=1)[C:5]([O:7][CH3:17])=[O:6], predict the reactants needed to synthesize it. The reactants are: [CH3:1][C:2]1[CH:3]=[C:4]([CH:8]=[C:9]([C:11]2[CH:16]=[CH:15][CH:14]=[CH:13][CH:12]=2)[CH:10]=1)[C:5]([OH:7])=[O:6].[CH3:17]O. (4) Given the product [ClH:34].[CH3:33][O:32][C:22]1[C:20]2[N:21]=[C:17]([C:15]3[NH:14][C:11]4[CH2:12][CH2:13][NH:8][CH2:9][C:10]=4[N:16]=3)[S:18][C:19]=2[C:25]([N:26]2[CH2:27][CH2:28][O:29][CH2:30][CH2:31]2)=[CH:24][CH:23]=1, predict the reactants needed to synthesize it. The reactants are: C(OC([N:8]1[CH2:13][CH2:12][C:11]2[N:14]=[C:15]([C:17]3[S:18][C:19]4[C:25]([N:26]5[CH2:31][CH2:30][O:29][CH2:28][CH2:27]5)=[CH:24][CH:23]=[C:22]([O:32][CH3:33])[C:20]=4[N:21]=3)[NH:16][C:10]=2[CH2:9]1)=O)(C)(C)C.[ClH:34]. (5) Given the product [C:1]([O:4][C@H:5]([C:7]#[C:8][CH:9]=[O:17])[CH3:6])(=[O:3])[CH3:2], predict the reactants needed to synthesize it. The reactants are: [C:1]([O:4][C@H:5]([C:7]#[C:8]/[CH:9]=C/C1C=CC=CC=1)[CH3:6])(=[O:3])[CH3:2].[O:17]=[O+][O-].CSC.